Dataset: Forward reaction prediction with 1.9M reactions from USPTO patents (1976-2016). Task: Predict the product of the given reaction. (1) Given the reactants [Br:1][C:2]1[CH:25]=[C:5]2[N:6]=[C:7]([CH3:24])[C:8]([C@H:18]([OH:23])[C:19]([O:21][CH3:22])=[O:20])=[C:9]([N:10]3[CH2:15][CH2:14][C:13]([CH3:17])([CH3:16])[CH2:12][CH2:11]3)[N:4]2[N:3]=1.Cl(O)(=O)(=O)=O.C([O-])(O)=O.[Na+], predict the reaction product. The product is: [Br:1][C:2]1[CH:25]=[C:5]2[N:6]=[C:7]([CH3:24])[C:8]([C@H:18]([O:23][C:8]([CH3:18])([CH3:9])[CH3:7])[C:19]([O:21][CH3:22])=[O:20])=[C:9]([N:10]3[CH2:15][CH2:14][C:13]([CH3:17])([CH3:16])[CH2:12][CH2:11]3)[N:4]2[N:3]=1. (2) The product is: [Br:22][C:11]1[C:12](=[O:16])[O:13][C:14]2[C:9]([CH:10]=1)=[CH:8][CH:7]=[C:6]([CH2:5][CH2:4][CH2:3][CH2:2][OH:1])[CH:15]=2. Given the reactants [OH:1][CH2:2][CH2:3][CH2:4][CH2:5][C:6]1[CH:15]=[C:14]2[C:9]([CH:10]=[CH:11][C:12](=[O:16])[O:13]2)=[CH:8][CH:7]=1.C([O-])(=O)C.[Na+].[Br:22]Br, predict the reaction product. (3) Given the reactants [CH:1]1([NH:6][C:7]2[C:12]([CH3:13])=[C:11]([CH3:14])[N:10]=[C:9]([NH:15][CH2:16][C:17]3[CH:22]=[CH:21][CH:20]=[CH:19][N:18]=3)[N:8]=2)[CH2:5][CH2:4][CH2:3][CH2:2]1.Cl.NC1CCC([OH:30])C1, predict the reaction product. The product is: [CH3:13][C:12]1[C:7]([NH:6][CH:1]2[CH2:2][CH2:3][CH:4]([OH:30])[CH2:5]2)=[N:8][C:9]([NH:15][CH2:16][C:17]2[CH:22]=[CH:21][CH:20]=[CH:19][N:18]=2)=[N:10][C:11]=1[CH3:14]. (4) Given the reactants [NH:1]1[C:5]2=[N:6][CH:7]=[C:8]([C:10]#[N:11])[CH:9]=[C:4]2[CH:3]=[CH:2]1.[F:12][C:13]1[C:18]([CH:19]=[O:20])=[C:17]([F:21])[CH:16]=[CH:15][C:14]=1[NH:22][S:23]([CH2:26][CH2:27][CH3:28])(=[O:25])=[O:24].[OH-].[K+].Cl, predict the reaction product. The product is: [C:10]([C:8]1[CH:9]=[C:4]2[C:3]([CH:19]([OH:20])[C:18]3[C:13]([F:12])=[C:14]([NH:22][S:23]([CH2:26][CH2:27][CH3:28])(=[O:25])=[O:24])[CH:15]=[CH:16][C:17]=3[F:21])=[CH:2][NH:1][C:5]2=[N:6][CH:7]=1)#[N:11]. (5) Given the reactants [O:1]1[C:5]2[CH:6]=[CH:7][CH:8]=[CH:9][C:4]=2[C:3]([N:10]([C:19]([O:21]CC(Cl)(Cl)Cl)=O)C(OCC(Cl)(Cl)Cl)=O)=[N:2]1.[C:27]1([C:33]2[N:34]=[C:35]([CH:38]3[CH2:43][CH2:42][NH:41][CH2:40][CH2:39]3)[S:36][CH:37]=2)[CH:32]=[CH:31][CH:30]=[CH:29][CH:28]=1.C(N(C(C)C)CC)(C)C.O, predict the reaction product. The product is: [O:1]1[C:5]2[CH:6]=[CH:7][CH:8]=[CH:9][C:4]=2[C:3]([NH:10][C:19]([N:41]2[CH2:40][CH2:39][CH:38]([C:35]3[S:36][CH:37]=[C:33]([C:27]4[CH:32]=[CH:31][CH:30]=[CH:29][CH:28]=4)[N:34]=3)[CH2:43][CH2:42]2)=[O:21])=[N:2]1. (6) Given the reactants [C:1]1([C:7]#[C:8][CH2:9][N:10]([CH2:32][C:33]#[C:34][C:35]2[CH:40]=[CH:39][CH:38]=[CH:37][CH:36]=2)[CH:11]2[CH2:16][CH2:15][N:14]([CH2:17][CH2:18][N:19]3[C:28]4[C:23](=[CH:24][CH:25]=[C:26]([O:29][CH3:30])[CH:27]=4)[N:22]=[CH:21][C:20]3=[O:31])[CH2:13][CH2:12]2)[CH:6]=[CH:5][CH:4]=[CH:3][CH:2]=1.[ClH:41].C(OCC)(=O)C, predict the reaction product. The product is: [ClH:41].[C:35]1([C:34]#[C:33][CH2:32][N:10]([CH2:9][C:8]#[C:7][C:1]2[CH:6]=[CH:5][CH:4]=[CH:3][CH:2]=2)[CH:11]2[CH2:16][CH2:15][N:14]([CH2:17][CH2:18][N:19]3[C:28]4[C:23](=[CH:24][CH:25]=[C:26]([O:29][CH3:30])[CH:27]=4)[N:22]=[CH:21][C:20]3=[O:31])[CH2:13][CH2:12]2)[CH:40]=[CH:39][CH:38]=[CH:37][CH:36]=1.